This data is from Forward reaction prediction with 1.9M reactions from USPTO patents (1976-2016). The task is: Predict the product of the given reaction. (1) Given the reactants [CH2:1]([O:8][CH2:9][CH2:10][CH2:11][C:12]([NH:14][CH2:15][CH2:16][CH3:17])=O)[C:2]1[CH:7]=[CH:6][CH:5]=[CH:4][CH:3]=1.[H-].[Al+3].[Li+].[H-].[H-].[H-], predict the reaction product. The product is: [CH2:1]([O:8][CH2:9][CH2:10][CH2:11][CH2:12][NH:14][CH2:15][CH2:16][CH3:17])[C:2]1[CH:7]=[CH:6][CH:5]=[CH:4][CH:3]=1. (2) Given the reactants [NH:1]1[C:9]2[C:4](=[CH:5][CH:6]=[CH:7][CH:8]=2)[C:3]([CH:10]([CH3:13])[CH2:11][NH2:12])=[CH:2]1.[C:14]([O:19][CH2:20][CH3:21])(=[O:18])[C:15]([CH3:17])=O, predict the reaction product. The product is: [CH3:13][CH:10]1[C:3]2[C:4]3[CH:5]=[CH:6][CH:7]=[CH:8][C:9]=3[NH:1][C:2]=2[C:15]([C:14]([O:19][CH2:20][CH3:21])=[O:18])=[CH:17][NH:12][CH2:11]1. (3) Given the reactants N1C=CN=C1.C1CCN2C(=NCCC2)CC1.[C:17]1([CH2:23][C:24](Cl)=[O:25])[CH:22]=[CH:21][CH:20]=[CH:19][CH:18]=1.[NH2:27][C:28]1[O:32][N:31]=[C:30]([C:33]2[CH:38]=[CH:37][C:36]([F:39])=[CH:35][CH:34]=2)[C:29]=1[C:40]1[CH:45]=[CH:44][N:43]=[CH:42][N:41]=1, predict the reaction product. The product is: [F:39][C:36]1[CH:37]=[CH:38][C:33]([C:30]2[C:29]([C:40]3[CH:45]=[CH:44][N:43]=[CH:42][N:41]=3)=[C:28]([NH:27][C:24](=[O:25])[CH2:23][C:17]3[CH:22]=[CH:21][CH:20]=[CH:19][CH:18]=3)[O:32][N:31]=2)=[CH:34][CH:35]=1. (4) Given the reactants [O:1]1[C:5]2[CH:6]=[CH:7][CH:8]=[CH:9][C:4]=2[N:3]=[C:2]1[C:10]1[CH:33]=[CH:32][C:13]2[C:14]3[CH:20]=[C:19]([S:21]([NH:24][C@H:25]([CH:29]([CH3:31])[CH3:30])[C:26]([O-:28])=[O:27])(=[O:23])=[O:22])[CH:18]=[CH:17][C:15]=3[O:16][C:12]=2[CH:11]=1.[Li+].[OH-].O, predict the reaction product. The product is: [O:1]1[C:5]2[CH:6]=[CH:7][CH:8]=[CH:9][C:4]=2[N:3]=[C:2]1[C:10]1[CH:33]=[CH:32][C:13]2[C:14]3[CH:20]=[C:19]([S:21]([NH:24][C@H:25]([CH:29]([CH3:30])[CH3:31])[C:26]([OH:28])=[O:27])(=[O:22])=[O:23])[CH:18]=[CH:17][C:15]=3[O:16][C:12]=2[CH:11]=1. (5) Given the reactants [CH3:1][CH2:2][O:3][P:4]([O:8][CH2:9][CH3:10])([CH2:6][OH:7])=[O:5].C(N(CC)CC)C.[Cl:18][C:19]1[CH:24]=[CH:23][C:22]([S:25](Cl)(=[O:27])=[O:26])=[CH:21][CH:20]=1.CC(C)=O.C(=O)=O, predict the reaction product. The product is: [Cl:18][C:19]1[CH:24]=[CH:23][C:22]([S:25]([O:7][CH2:6][P:4]([O:8][CH2:9][CH3:10])([O:3][CH2:2][CH3:1])=[O:5])(=[O:27])=[O:26])=[CH:21][CH:20]=1. (6) Given the reactants [N+:1]([C:4]1[C:9]([O:10][CH3:11])=[CH:8][CH:7]=[CH:6][N:5]=1)([O-])=O, predict the reaction product. The product is: [NH2:1][C:4]1[C:9]([O:10][CH3:11])=[CH:8][CH:7]=[CH:6][N:5]=1. (7) Given the reactants [N:1]1([C:10]2[C@:26]3([CH3:27])[CH:13]([CH:14]4[CH:23]([CH2:24][CH2:25]3)[C@:22]3([CH3:28])[C:17](=[CH:18][C:19](=[O:29])[CH2:20][CH2:21]3)[CH2:16][CH2:15]4)[CH2:12][CH:11]=2)[C:5]2[CH:6]=[CH:7][CH:8]=[CH:9][C:4]=2[N:3]=[CH:2]1.O.O.O.O.O.O.O.[Cl-].[Ce+3].[Cl-].[Cl-].[BH4-].[Na+].O, predict the reaction product. The product is: [N:1]1([C:10]2[C@:26]3([CH3:27])[CH:13]([CH:14]4[CH:23]([CH2:24][CH2:25]3)[C@:22]3([CH3:28])[C:17](=[CH:18][C@@H:19]([OH:29])[CH2:20][CH2:21]3)[CH2:16][CH2:15]4)[CH2:12][CH:11]=2)[C:5]2[CH:6]=[CH:7][CH:8]=[CH:9][C:4]=2[N:3]=[CH:2]1. (8) Given the reactants [NH:1]1C2=NC=CC2=C[NH:3][CH2:2]1.C([O:12][C:13](=O)[CH:14]([C:21]([O:23]CC)=O)[CH2:15][C:16]([O:18][CH2:19]C)=[O:17])C.C(N)=N, predict the reaction product. The product is: [CH3:19][O:18][C:16](=[O:17])[CH2:15][C:14]1[C:21]([OH:23])=[N:1][CH:2]=[N:3][C:13]=1[OH:12].